This data is from Reaction yield outcomes from USPTO patents with 853,638 reactions. The task is: Predict the reaction yield, written as a fraction of the theoretical maximum amount of product (1.0 means a 100% yield; for example, 0.34 means a 34% yield). The reactants are [F:1][C:2]1[C:3]([C:9]([N:11]2[CH2:14][CH:13]([F:15])[CH2:12]2)=[O:10])=[N:4][CH:5]=[C:6](F)[CH:7]=1.[OH:16][C:17]1[C:22]2[CH2:23][C:24]([CH3:27])([CH3:26])[O:25][C:21]=2[CH:20]=[C:19]([C:28]([O:30][CH3:31])=[O:29])[CH:18]=1.C([O-])([O-])=O.[Cs+].[Cs+]. The catalyst is CN(C=O)C. The product is [F:1][C:2]1[CH:7]=[C:6]([O:16][C:17]2[C:22]3[CH2:23][C:24]([CH3:27])([CH3:26])[O:25][C:21]=3[CH:20]=[C:19]([C:28]([O:30][CH3:31])=[O:29])[CH:18]=2)[CH:5]=[N:4][C:3]=1[C:9]([N:11]1[CH2:14][CH:13]([F:15])[CH2:12]1)=[O:10]. The yield is 0.720.